From a dataset of Reaction yield outcomes from USPTO patents with 853,638 reactions. Predict the reaction yield, written as a fraction of the theoretical maximum amount of product (1.0 means a 100% yield; for example, 0.34 means a 34% yield). (1) The reactants are [C:1]([O:5][C:6](=[O:16])[NH:7][CH2:8][C@H:9]1[CH2:14][CH2:13][C@H:12](N)[CH2:11][CH2:10]1)([CH3:4])([CH3:3])[CH3:2].C=O.[C:19]([BH3-])#[N:20].[Na+].[C:23](O)(=O)C. The catalyst is CO. The product is [C:1]([O:5][C:6](=[O:16])[NH:7][CH2:8][C@H:9]1[CH2:14][CH2:13][C@H:12]([N:20]([CH3:19])[CH3:23])[CH2:11][CH2:10]1)([CH3:4])([CH3:3])[CH3:2]. The yield is 0.960. (2) The reactants are [CH:1](=O)[C:2]1[CH:7]=[CH:6][CH:5]=[CH:4][CH:3]=1.[CH3:9][C:10]([CH3:12])=[O:11].[OH-].[K+]. The catalyst is CO. The product is [C:2]1(/[CH:1]=[CH:9]/[C:10](=[O:11])/[CH:12]=[CH:1]/[C:2]2[CH:7]=[CH:6][CH:5]=[CH:4][CH:3]=2)[CH:7]=[CH:6][CH:5]=[CH:4][CH:3]=1. The yield is 0.951. (3) The reactants are [CH3:1][O:2][C:3](=[O:30])[CH2:4][C:5]1[CH:10]=[CH:9][C:8]([C:11]#[C:12][C:13]2[CH:18]=[C:17]([C:19]([CH3:22])([CH3:21])[CH3:20])[C:16]([O:23][CH:24]([CH3:26])[CH3:25])=[C:15]([CH2:27]Br)[C:14]=2[CH3:29])=[CH:7][CH:6]=1.[CH3:31][Si:32]([C:35]#[CH:36])([CH3:34])[CH3:33].C(OCC)(=O)C. The catalyst is C(N(CC)CC)C.CN(C)C=O.CCCCCC.Cl[Pd](Cl)([P](C1C=CC=CC=1)(C1C=CC=CC=1)C1C=CC=CC=1)[P](C1C=CC=CC=1)(C1C=CC=CC=1)C1C=CC=CC=1. The product is [CH3:1][O:2][C:3](=[O:30])[CH2:4][C:5]1[CH:10]=[CH:9][C:8]([C:11]#[C:12][C:13]2[CH:18]=[C:17]([C:19]([CH3:22])([CH3:21])[CH3:20])[C:16]([O:23][CH:24]([CH3:26])[CH3:25])=[C:15]([CH2:27][C:36]#[C:35][Si:32]([CH3:34])([CH3:33])[CH3:31])[C:14]=2[CH3:29])=[CH:7][CH:6]=1. The yield is 0.310. (4) The reactants are Cl[C:2]1[N:7]=[C:6]([Cl:8])[N:5]=[C:4]([C:9]2[CH:14]=[CH:13][CH:12]=[C:11]([O:15][CH3:16])[CH:10]=2)[N:3]=1.C([O-])(O)=O.[Na+].[N+:22]([C:25]1[CH:26]=[C:27]([CH:29]=[CH:30][CH:31]=1)[NH2:28])([O-:24])=[O:23]. No catalyst specified. The product is [Cl:8][C:6]1[N:5]=[C:4]([C:9]2[CH:14]=[CH:13][CH:12]=[C:11]([O:15][CH3:16])[CH:10]=2)[N:3]=[C:2]([NH:28][C:27]2[CH:29]=[CH:30][CH:31]=[C:25]([N+:22]([O-:24])=[O:23])[CH:26]=2)[N:7]=1. The yield is 0.980. (5) The reactants are [CH:1]1([NH:4][S:5]([C:8]2[CH:9]=[N:10][N:11]3[C:16]([NH:17][C:18]4[CH:23]=[CH:22][C:21]([F:24])=[CH:20][C:19]=4[CH3:25])=[C:15]([C:26](OCC)=[O:27])[CH:14]=[N:13][C:12]=23)(=[O:7])=[O:6])[CH2:3][CH2:2]1.Cl.[F:32][C:33]1[CH:38]=[CH:37][C:36]([CH:39]2[CH2:44][CH2:43][NH:42][CH2:41][CH2:40]2)=[CH:35][CH:34]=1. No catalyst specified. The product is [CH:1]1([NH:4][S:5]([C:8]2[CH:9]=[N:10][N:11]3[C:16]([NH:17][C:18]4[CH:23]=[CH:22][C:21]([F:24])=[CH:20][C:19]=4[CH3:25])=[C:15]([C:26]([N:42]4[CH2:43][CH2:44][CH:39]([C:36]5[CH:35]=[CH:34][C:33]([F:32])=[CH:38][CH:37]=5)[CH2:40][CH2:41]4)=[O:27])[CH:14]=[N:13][C:12]=23)(=[O:7])=[O:6])[CH2:2][CH2:3]1. The yield is 0.0300.